Dataset: Merck oncology drug combination screen with 23,052 pairs across 39 cell lines. Task: Regression. Given two drug SMILES strings and cell line genomic features, predict the synergy score measuring deviation from expected non-interaction effect. (1) Drug 1: CN1C(=O)C=CC2(C)C3CCC4(C)C(NC(=O)OCC(F)(F)F)CCC4C3CCC12. Drug 2: COc1cc(C2c3cc4c(cc3C(OC3OC5COC(C)OC5C(O)C3O)C3COC(=O)C23)OCO4)cc(OC)c1O. Cell line: A427. Synergy scores: synergy=-7.00. (2) Drug 1: NC1(c2ccc(-c3nc4ccn5c(=O)[nH]nc5c4cc3-c3ccccc3)cc2)CCC1. Drug 2: CCc1cnn2c(NCc3ccc[n+]([O-])c3)cc(N3CCCCC3CCO)nc12. Cell line: MSTO. Synergy scores: synergy=13.2. (3) Drug 1: O=C(NOCC(O)CO)c1ccc(F)c(F)c1Nc1ccc(I)cc1F. Drug 2: CCc1c2c(nc3ccc(O)cc13)-c1cc3c(c(=O)n1C2)COC(=O)C3(O)CC. Cell line: LOVO. Synergy scores: synergy=-16.7. (4) Drug 1: O=c1[nH]cc(F)c(=O)[nH]1. Drug 2: O=C(CCCCCCC(=O)Nc1ccccc1)NO. Cell line: PA1. Synergy scores: synergy=-2.25. (5) Drug 1: O=C(O)C1(Cc2cccc(Nc3nccs3)n2)CCC(Oc2cccc(Cl)c2F)CC1. Drug 2: NC(=O)c1cccc2cn(-c3ccc(C4CCCNC4)cc3)nc12. Cell line: UACC62. Synergy scores: synergy=16.6. (6) Drug 1: COc1cccc2c1C(=O)c1c(O)c3c(c(O)c1C2=O)CC(O)(C(=O)CO)CC3OC1CC(N)C(O)C(C)O1. Drug 2: COC1CC2CCC(C)C(O)(O2)C(=O)C(=O)N2CCCCC2C(=O)OC(C(C)CC2CCC(OP(C)(C)=O)C(OC)C2)CC(=O)C(C)C=C(C)C(O)C(OC)C(=O)C(C)CC(C)C=CC=CC=C1C. Cell line: OV90. Synergy scores: synergy=4.66. (7) Drug 1: COc1cccc2c1C(=O)c1c(O)c3c(c(O)c1C2=O)CC(O)(C(=O)CO)CC3OC1CC(N)C(O)C(C)O1. Drug 2: O=C(NOCC(O)CO)c1ccc(F)c(F)c1Nc1ccc(I)cc1F. Cell line: OV90. Synergy scores: synergy=4.66.